This data is from TCR-epitope binding with 47,182 pairs between 192 epitopes and 23,139 TCRs. The task is: Binary Classification. Given a T-cell receptor sequence (or CDR3 region) and an epitope sequence, predict whether binding occurs between them. (1) The epitope is NEGVKAAW. The TCR CDR3 sequence is CASSPRSGNEQYF. Result: 1 (the TCR binds to the epitope). (2) The epitope is AYILFTRFFYV. The TCR CDR3 sequence is CSVEGLAGAQFEQYF. Result: 1 (the TCR binds to the epitope). (3) The epitope is NLNESLIDL. The TCR CDR3 sequence is CASSLSGSEAFF. Result: 0 (the TCR does not bind to the epitope). (4) The epitope is FPRPWLHGL. The TCR CDR3 sequence is CASSASRNTDGTDTQYF. Result: 0 (the TCR does not bind to the epitope). (5) The epitope is FQPTNGVGY. The TCR CDR3 sequence is CASSLEWGLAAPLQFF. Result: 1 (the TCR binds to the epitope).